Task: Predict which catalyst facilitates the given reaction.. Dataset: Catalyst prediction with 721,799 reactions and 888 catalyst types from USPTO (1) Reactant: [C:1]([O:5][C:6]([N:8]1[CH2:13][CH2:12][C:11]([OH:18])([CH2:14][CH2:15][CH2:16][OH:17])[CH2:10][CH2:9]1)=[O:7])([CH3:4])([CH3:3])[CH3:2].CC(OI1(OC(C)=O)(OC(C)=O)OC(=O)C2C=CC=CC1=2)=O. Product: [C:1]([O:5][C:6]([N:8]1[CH2:9][CH2:10][C:11]2([O:18][CH:16]([OH:17])[CH2:15][CH2:14]2)[CH2:12][CH2:13]1)=[O:7])([CH3:4])([CH3:2])[CH3:3]. The catalyst class is: 158. (2) Product: [CH3:1][C:2]1[N:6]=[C:5]([CH3:7])[N:4]([C:8]2[N:13]=[C:12]([CH3:14])[N:11]=[C:10]([C:15]3([F:36])[CH2:18][CH:17]([C:19]4[N:23]([CH3:24])[C:22]5[CH:25]=[CH:26][CH:27]=[CH:28][C:21]=5[N:20]=4)[CH2:16]3)[CH:9]=2)[N:3]=1. The catalyst class is: 2. Reactant: [CH3:1][C:2]1[N:6]=[C:5]([CH3:7])[N:4]([C:8]2[N:13]=[C:12]([CH3:14])[N:11]=[C:10]([C:15]3(O)[CH2:18][CH:17]([C:19]4[N:23]([CH3:24])[C:22]5[CH:25]=[CH:26][CH:27]=[CH:28][C:21]=5[N:20]=4)[CH2:16]3)[CH:9]=2)[N:3]=1.CCN(S(F)(F)[F:36])CC. (3) Reactant: [C:1]([O:5][C:6]([N:8]1[CH2:13][CH2:12][N:11]([C:14]2[C:23]3[C:18](=[CH:19][C:20](B(O)O)=[C:21]([Cl:24])[CH:22]=3)[N:17]=[CH:16][N:15]=2)[CH2:10][CH2:9]1)=[O:7])([CH3:4])([CH3:3])[CH3:2].Br[C:29]1[CH:30]=[CH:31][CH:32]=[C:33]2[C:38]=1[N:37]=[CH:36][N:35]=[CH:34]2.C([O-])([O-])=O.[Na+].[Na+]. Product: [Cl:24][C:21]1[CH:22]=[C:23]2[C:18](=[CH:19][C:20]=1[C:29]1[CH:30]=[CH:31][CH:32]=[C:33]3[C:38]=1[N:37]=[CH:36][N:35]=[CH:34]3)[N:17]=[CH:16][N:15]=[C:14]2[N:11]1[CH2:12][CH2:13][N:8]([C:6]([O:5][C:1]([CH3:4])([CH3:3])[CH3:2])=[O:7])[CH2:9][CH2:10]1. The catalyst class is: 75. (4) Reactant: [C:1]([C:3]1[C:4]([C:20]([F:23])([F:22])[F:21])=[C:5]2[C:9](=[CH:10][CH:11]=1)[N:8]([CH2:12][C:13](=[NH:16])[NH:14][OH:15])[C:7]([CH2:17][CH2:18][CH3:19])=[CH:6]2)#[N:2].[Cl:24][C:25]1[CH:33]=[CH:32][C:31]([Cl:34])=[CH:30][C:26]=1[C:27](Cl)=O.C(N(CC)CC)C. Product: [Cl:24][C:25]1[CH:33]=[CH:32][C:31]([Cl:34])=[CH:30][C:26]=1[C:27]1[O:15][N:14]=[C:13]([CH2:12][N:8]2[C:9]3[C:5](=[C:4]([C:20]([F:22])([F:23])[F:21])[C:3]([C:1]#[N:2])=[CH:11][CH:10]=3)[CH:6]=[C:7]2[CH2:17][CH2:18][CH3:19])[N:16]=1. The catalyst class is: 10. (5) Reactant: Cl[C:2]1[N:3]=[N+:4]([O-:12])[C:5]2[CH:11]=[CH:10][CH:9]=[CH:8][C:6]=2[N:7]=1.[NH2:13][CH2:14][CH2:15][O:16][CH2:17][CH2:18][OH:19].CCN(CC)CC. Product: [OH:19][CH2:18][CH2:17][O:16][CH2:15][CH2:14][NH:13][C:2]1[N:3]=[N+:4]([O-:12])[C:5]2[CH:11]=[CH:10][CH:9]=[CH:8][C:6]=2[N:7]=1. The catalyst class is: 2.